From a dataset of NCI-60 drug combinations with 297,098 pairs across 59 cell lines. Regression. Given two drug SMILES strings and cell line genomic features, predict the synergy score measuring deviation from expected non-interaction effect. (1) Drug 1: CCCS(=O)(=O)NC1=C(C(=C(C=C1)F)C(=O)C2=CNC3=C2C=C(C=N3)C4=CC=C(C=C4)Cl)F. Drug 2: C(CC(=O)O)C(=O)CN.Cl. Cell line: MOLT-4. Synergy scores: CSS=14.3, Synergy_ZIP=-4.70, Synergy_Bliss=-5.10, Synergy_Loewe=-8.59, Synergy_HSA=-7.19. (2) Drug 1: C1C(C(OC1N2C=C(C(=O)NC2=O)F)CO)O. Drug 2: CC12CCC3C(C1CCC2OP(=O)(O)O)CCC4=C3C=CC(=C4)OC(=O)N(CCCl)CCCl.[Na+]. Cell line: U251. Synergy scores: CSS=11.9, Synergy_ZIP=-7.03, Synergy_Bliss=0.552, Synergy_Loewe=-13.4, Synergy_HSA=0.152.